From a dataset of Reaction yield outcomes from USPTO patents with 853,638 reactions. Predict the reaction yield, written as a fraction of the theoretical maximum amount of product (1.0 means a 100% yield; for example, 0.34 means a 34% yield). (1) The yield is 0.770. The reactants are [CH3:1][N:2]1[C:10]2[CH:9]=[C:8]([N:11]3[CH:16]=[CH:15][C:14]([O:17][CH2:18][C:19]4[CH:24]=[CH:23][CH:22]=[CH:21][N:20]=4)=[CH:13][C:12]3=[O:25])[CH:7]=[CH:6][C:5]=2[C:4]2[CH2:26][N:27](C(OC(C)(C)C)=O)[CH2:28][CH2:29][C:3]1=2.C1(N)C(F)=C(F)C(F)=C(N)C=1F.[ClH:49].Cl. The product is [ClH:49].[ClH:49].[CH3:1][N:2]1[C:10]2[CH:9]=[C:8]([N:11]3[CH:16]=[CH:15][C:14]([O:17][CH2:18][C:19]4[CH:24]=[CH:23][CH:22]=[CH:21][N:20]=4)=[CH:13][C:12]3=[O:25])[CH:7]=[CH:6][C:5]=2[C:4]2[CH2:26][NH:27][CH2:28][CH2:29][C:3]1=2. No catalyst specified. (2) The reactants are C([O:5][C:6](=[O:27])[CH2:7][N:8]1[C:12]([C:13]2[CH:18]=[CH:17][CH:16]=[CH:15][CH:14]=2)=[CH:11][CH:10]=[C:9]1[C:19](=[O:26])[C:20]1[CH:25]=[CH:24][CH:23]=[CH:22][CH:21]=1)(C)(C)C. The catalyst is FC(F)(F)C(O)=O. The product is [C:19]([C:9]1[N:8]([CH2:7][C:6]([OH:27])=[O:5])[C:12]([C:13]2[CH:18]=[CH:17][CH:16]=[CH:15][CH:14]=2)=[CH:11][CH:10]=1)(=[O:26])[C:20]1[CH:25]=[CH:24][CH:23]=[CH:22][CH:21]=1. The yield is 1.00. (3) The product is [CH2:1]([C:9]1[CH:10]=[C:11]2[C:15](=[CH:16][CH:17]=1)[N:14]([C:18]([NH:20][CH2:21][CH2:22][C:23]([OH:25])=[O:24])=[O:19])[CH2:13][CH2:12]2)[CH2:2][CH2:3][CH2:4][CH2:5][CH2:6][CH2:7][CH3:8]. The reactants are [CH2:1]([C:9]1[CH:10]=[C:11]2[C:15](=[CH:16][CH:17]=1)[N:14]([C:18]([NH:20][CH2:21][CH2:22][C:23]([O:25]CC)=[O:24])=[O:19])[CH2:13][CH2:12]2)[CH2:2][CH2:3][CH2:4][CH2:5][CH2:6][CH2:7][CH3:8].C(C1C=CC(NC(=O)NCCC(OCC)=O)=CC=1)CCCCCCC. The yield is 0.840. No catalyst specified.